This data is from CYP2D6 inhibition data for predicting drug metabolism from PubChem BioAssay. The task is: Regression/Classification. Given a drug SMILES string, predict its absorption, distribution, metabolism, or excretion properties. Task type varies by dataset: regression for continuous measurements (e.g., permeability, clearance, half-life) or binary classification for categorical outcomes (e.g., BBB penetration, CYP inhibition). Dataset: cyp2d6_veith. (1) The molecule is C[N+](C)(C)CC(=O)N/N=C\c1ccncc1. The result is 0 (non-inhibitor). (2) The molecule is C#CCSc1nnc(-c2cc3c(C(F)(F)F)nn(C)c3s2)n1C. The result is 0 (non-inhibitor).